Dataset: Full USPTO retrosynthesis dataset with 1.9M reactions from patents (1976-2016). Task: Predict the reactants needed to synthesize the given product. (1) The reactants are: Cl.[CH3:2][N:3]([CH3:7])[CH2:4][CH2:5]Cl.C(=O)([O-])[O-].[K+].[K+].[N+:14]([C:17]1[CH:18]=[N:19][NH:20][CH:21]=1)([O-:16])=[O:15]. Given the product [CH3:2][N:3]([CH3:7])[CH2:4][CH2:5][N:19]1[CH:18]=[C:17]([N+:14]([O-:16])=[O:15])[CH:21]=[N:20]1, predict the reactants needed to synthesize it. (2) Given the product [C:1]([O:5][C:6](=[O:32])[C@@H:7]1[CH2:11][CH2:10][CH2:9][N:8]1[C:12](=[O:31])[CH2:13][NH:14][NH:15][C:16]#[CH:17])([CH3:2])([CH3:4])[CH3:3], predict the reactants needed to synthesize it. The reactants are: [C:1]([O:5][C:6](=[O:32])[C@@H:7]1[CH2:11][CH2:10][CH2:9][N:8]1[C:12](=[O:31])[C:13](=C(C1C=CC=CC=1)C1C=CC=CC=1)[NH:14][NH:15][C:16]#[CH:17])([CH3:4])([CH3:3])[CH3:2].Cl.NO. (3) Given the product [N:71]1([CH2:70][CH2:69][NH:68][C:66]([C:64]2[N:65]=[C:14]([NH:13][C:10]3[N:11]=[CH:12][C:7]([NH:6][C:4](=[O:5])[C:3]4[CH:29]=[C:30]([O:33][CH3:34])[CH:31]=[CH:32][C:2]=4[Cl:1])=[CH:8][N:9]=3)[S:62][CH:63]=2)=[O:67])[CH2:72][CH2:73][CH2:74][CH2:75]1, predict the reactants needed to synthesize it. The reactants are: [Cl:1][C:2]1[CH:32]=[CH:31][C:30]([O:33][CH3:34])=[CH:29][C:3]=1[C:4]([NH:6][C:7]1[CH:8]=[N:9][C:10]([NH:13][C:14]2C=CC(C(N3CCN(C)CC3)=O)=CC=2)=[N:11][CH:12]=1)=[O:5].ClC1C=CC(OC)=CC=1C(O)=O.C(Cl)(=O)C(Cl)=O.NC1C=NC(NC2[S:62][CH:63]=[C:64]([C:66]([NH:68][CH2:69][CH2:70][N:71]3[CH2:75][CH2:74][CH2:73][CH2:72]3)=[O:67])[N:65]=2)=NC=1. (4) Given the product [Cl:1][CH2:2][CH2:3][CH2:4][N:5]1[C:9]2[CH:10]=[CH:11][CH:12]=[CH:13][C:8]=2[N:7]([CH2:17][OH:19])[C:6]1=[O:14], predict the reactants needed to synthesize it. The reactants are: [Cl:1][CH2:2][CH2:3][CH2:4][N:5]1[C:9]2[CH:10]=[CH:11][CH:12]=[CH:13][C:8]=2[NH:7][C:6]1=[O:14].C=O.[C:17]([O-])(=[O:19])C.[Na+].